From a dataset of Reaction yield outcomes from USPTO patents with 853,638 reactions. Predict the reaction yield, written as a fraction of the theoretical maximum amount of product (1.0 means a 100% yield; for example, 0.34 means a 34% yield). The reactants are [CH3:1][NH:2][CH3:3].[Cl:4][C:5]1[CH:10]=[C:9]([S:11]([CH:14]=[CH2:15])(=[O:13])=[O:12])[CH:8]=[CH:7][C:6]=1[NH:16][C:17](=[O:25])[C@:18]([OH:24])([CH3:23])[C:19]([F:22])([F:21])[F:20]. The catalyst is CO.C1COCC1. The product is [Cl:4][C:5]1[CH:10]=[C:9]([S:11]([CH2:14][CH2:15][N:2]([CH3:3])[CH3:1])(=[O:13])=[O:12])[CH:8]=[CH:7][C:6]=1[NH:16][C:17](=[O:25])[C@:18]([OH:24])([CH3:23])[C:19]([F:22])([F:21])[F:20]. The yield is 0.890.